Regression/Classification. Given a drug SMILES string, predict its absorption, distribution, metabolism, or excretion properties. Task type varies by dataset: regression for continuous measurements (e.g., permeability, clearance, half-life) or binary classification for categorical outcomes (e.g., BBB penetration, CYP inhibition). For this dataset (lipophilicity_astrazeneca), we predict Y. From a dataset of Experimental lipophilicity measurements (octanol/water distribution) for 4,200 compounds from AstraZeneca. (1) The compound is CCN(C(=O)Cc1ccc(S(N)(=O)=O)cc1)C1CCN(CCC(c2ccccc2)c2ccccc2)CC1. The Y is 2.40 logD. (2) The molecule is C[C@H]1C[C@H]2[C@@H]3CC[C@](O)(C(=O)CO)[C@@]3(C)C[C@H](O)[C@@H]2[C@@]2(C)C=CC(=O)C=C12. The Y is 2.12 logD. (3) The drug is COc1c(C)c2c(c(O)c1C/C=C(\C)CCC(=O)OCCN1CCOCC1)C(=O)OC2. The Y is 2.26 logD. (4) The drug is CCn1c(-c2ccnc(Nc3ccc(C(=O)NC)cc3)n2)cnc1C. The Y is 2.53 logD. (5) The drug is CCN(CC)CCOC(=O)c1ccc(N)cc1. The Y is 0 logD. (6) The molecule is Nc1ncnc2c1ncn2Cc1ccccc1. The Y is 1.53 logD.